From a dataset of Full USPTO retrosynthesis dataset with 1.9M reactions from patents (1976-2016). Predict the reactants needed to synthesize the given product. (1) Given the product [CH3:31][N:30]([CH3:32])[CH:27]1[CH2:28][CH2:29][N:24]([CH2:23][C:21]2[S:22][C:17]3[C:16]([N:33]4[CH2:38][CH2:37][O:36][CH2:35][CH2:34]4)=[N:15][C:14]([N:3]4[C:4]5[C:9](=[CH:8][CH:7]=[CH:6][CH:5]=5)[CH:10]=[C:2]4[CH3:1])=[N:19][C:18]=3[CH:20]=2)[CH2:25][CH2:26]1, predict the reactants needed to synthesize it. The reactants are: [CH3:1][C:2]1[NH:3][C:4]2[C:9]([CH:10]=1)=[CH:8][CH:7]=[CH:6][CH:5]=2.[H-].[Na+].Cl[C:14]1[N:15]=[C:16]([N:33]2[CH2:38][CH2:37][O:36][CH2:35][CH2:34]2)[C:17]2[S:22][C:21]([CH2:23][N:24]3[CH2:29][CH2:28][CH:27]([N:30]([CH3:32])[CH3:31])[CH2:26][CH2:25]3)=[CH:20][C:18]=2[N:19]=1. (2) Given the product [C:1]([C:3]1[C:4]2[N:5]([C:9]([C:14]3[CH:15]=[C:16]([CH:17]=[CH:18][CH:19]=3)[O:20][C:22]3[CH:23]=[C:24]([S:28]([N:31]([CH2:33][C:34]4[CH:35]=[CH:36][C:37]([O:40][CH3:41])=[CH:38][CH:39]=4)[CH3:32])(=[O:30])=[O:29])[CH:25]=[CH:26][CH:27]=3)=[C:10]([CH2:12][CH3:13])[N:11]=2)[CH:6]=[CH:7][CH:8]=1)#[N:2], predict the reactants needed to synthesize it. The reactants are: [C:1]([C:3]1[C:4]2[N:5]([C:9]([C:14]3[CH:15]=[C:16]([OH:20])[CH:17]=[CH:18][CH:19]=3)=[C:10]([CH2:12][CH3:13])[N:11]=2)[CH:6]=[CH:7][CH:8]=1)#[N:2].Br[C:22]1[CH:23]=[C:24]([S:28]([N:31]([CH2:33][C:34]2[CH:39]=[CH:38][C:37]([O:40][CH3:41])=[CH:36][CH:35]=2)[CH3:32])(=[O:30])=[O:29])[CH:25]=[CH:26][CH:27]=1. (3) Given the product [N:1]1([C:18]([O:17][C:14]([CH3:16])([CH3:15])[CH3:13])=[O:19])[CH2:6][CH2:5][CH:4]([CH:7]2[CH2:12][CH2:11][NH:10][CH2:9][CH2:8]2)[CH2:3][CH2:2]1, predict the reactants needed to synthesize it. The reactants are: [NH:1]1[CH2:6][CH2:5][CH:4]([CH:7]2[CH2:12][CH2:11][NH:10][CH2:9][CH2:8]2)[CH2:3][CH2:2]1.[CH3:13][C:14]([O:17][C:18](ON=C(C1C=CC=CC=1)C#N)=[O:19])([CH3:16])[CH3:15].C(=O)([O-])[O-].[K+].[K+].